From a dataset of Peptide-MHC class II binding affinity with 134,281 pairs from IEDB. Regression. Given a peptide amino acid sequence and an MHC pseudo amino acid sequence, predict their binding affinity value. This is MHC class II binding data. (1) The peptide sequence is EENTHVLMHSPLVFD. The MHC is H-2-IAb with pseudo-sequence H-2-IAb. The binding affinity (normalized) is 0.189. (2) The peptide sequence is LLNNQFGTMPSLTLA. The MHC is DRB1_0404 with pseudo-sequence DRB1_0404. The binding affinity (normalized) is 0.849. (3) The binding affinity (normalized) is 0. The MHC is DRB1_1302 with pseudo-sequence DRB1_1302. The peptide sequence is SCWAFSGVAATESAY.